Dataset: Catalyst prediction with 721,799 reactions and 888 catalyst types from USPTO. Task: Predict which catalyst facilitates the given reaction. (1) Reactant: F[C:2]1[CH:9]=[C:8]([O:10][CH3:11])[CH:7]=[CH:6][C:3]=1[C:4]#[N:5].[CH3:12][NH2:13]. Product: [CH3:11][O:10][C:8]1[CH:7]=[CH:6][C:3]([C:4]#[N:5])=[C:2]([NH:13][CH3:12])[CH:9]=1. The catalyst class is: 23. (2) Reactant: C([C@@:3]1([CH:10]=[CH2:11])[CH2:5][C@@:4]1([C:7]([O-:9])=[O:8])[NH2:6])C.[C:12]([O:16][C:17]([N:19]1[CH:28]([C:29]([OH:31])=O)[CH2:27][C:26]2[C:21](=[CH:22][CH:23]=[C:24]([O:32][C:33]3[CH:38]=[CH:37][CH:36]=[C:35]([Cl:39])[CH:34]=3)[CH:25]=2)[CH2:20]1)=[O:18])([CH3:15])([CH3:14])[CH3:13].F[P-](F)(F)(F)(F)F.N1(OC(N(C)C)=[N+](C)C)[C:51]2N=CC=C[C:50]=2N=N1.C(N(CC)C(C)C)(C)C. Product: [CH2:50]([O:9][C:7]([C@@:4]1([NH:6][C:29]([CH:28]2[CH2:27][C:26]3[C:21](=[CH:22][CH:23]=[C:24]([O:32][C:33]4[CH:38]=[CH:37][CH:36]=[C:35]([Cl:39])[CH:34]=4)[CH:25]=3)[CH2:20][N:19]2[C:17]([O:16][C:12]([CH3:15])([CH3:14])[CH3:13])=[O:18])=[O:31])[CH2:5][C@H:3]1[CH:10]=[CH2:11])=[O:8])[CH3:51]. The catalyst class is: 3. (3) Reactant: CS(O[CH2:6][C@H:7]1[CH2:10][C@H:9]([NH:11][C:12]([O:14][C:15]([CH3:18])([CH3:17])[CH3:16])=[O:13])[CH2:8]1)(=O)=O.[N-:19]=[N+:20]=[N-:21].[Na+]. Product: [C:15]([O:14][C:12](=[O:13])[NH:11][C@H:9]1[CH2:10][C@H:7]([CH2:6][N:19]=[N+:20]=[N-:21])[CH2:8]1)([CH3:18])([CH3:17])[CH3:16]. The catalyst class is: 303. (4) Reactant: [F:1][C:2]1[CH:20]=[CH:19][C:5]([CH2:6][C:7]2[CH:8]=[N:9][C:10]3[N:11]([N:13]=[CH:14][C:15]=3[C:16](O)=[O:17])[CH:12]=2)=[CH:4][C:3]=1[C:21]([F:24])([F:23])[F:22].[NH2:25][C:26]1[CH:27]=[CH:28][C:29]([O:32][CH3:33])=[N:30][CH:31]=1.CN(C(ON1N=NC2C=CC=CC1=2)=[N+](C)C)C.[B-](F)(F)(F)F.C(N(CC)C(C)C)(C)C. Product: [F:1][C:2]1[CH:20]=[CH:19][C:5]([CH2:6][C:7]2[CH:8]=[N:9][C:10]3[N:11]([N:13]=[CH:14][C:15]=3[C:16]([NH:25][C:26]3[CH:31]=[N:30][C:29]([O:32][CH3:33])=[CH:28][CH:27]=3)=[O:17])[CH:12]=2)=[CH:4][C:3]=1[C:21]([F:23])([F:22])[F:24]. The catalyst class is: 3.